Task: Predict the reaction yield, written as a fraction of the theoretical maximum amount of product (1.0 means a 100% yield; for example, 0.34 means a 34% yield).. Dataset: Reaction yield outcomes from USPTO patents with 853,638 reactions (1) The reactants are [C:1]1(=O)[CH2:4][CH2:3][CH2:2]1.[N:6]1([C:13]([C@H:15]2[CH2:19][C@@H:18]([OH:20])[CH2:17][N:16]2[C:21](=[O:23])[CH3:22])=[O:14])[CH2:12][CH2:11][CH2:10][NH:9][CH2:8][CH2:7]1.C(O[BH-](OC(=O)C)OC(=O)C)(=O)C.[Na+].[OH-].[Na+].[O-]S([O-])(=O)=O.[Mg+2]. The catalyst is ClC(Cl)C. The product is [CH:1]1([N:9]2[CH2:10][CH2:11][CH2:12][N:6]([C:13]([C@H:15]3[CH2:19][C@@H:18]([OH:20])[CH2:17][N:16]3[C:21](=[O:23])[CH3:22])=[O:14])[CH2:7][CH2:8]2)[CH2:4][CH2:3][CH2:2]1. The yield is 0.640. (2) The reactants are [Br:1][C:2]1[C:3](=[O:17])[NH:4][C:5](=[O:16])[N:6]([CH2:8][CH2:9][C:10]2[CH:15]=[CH:14][CH:13]=[CH:12][CH:11]=2)[N:7]=1.[Cl:18]C1C=CC(CCI)=CC=1. No catalyst specified. The product is [Br:1][C:2]1[C:3](=[O:17])[NH:4][C:5](=[O:16])[N:6]([CH2:8][CH2:9][C:10]2[CH:15]=[CH:14][C:13]([Cl:18])=[CH:12][CH:11]=2)[N:7]=1. The yield is 0.420.